Dataset: Reaction yield outcomes from USPTO patents with 853,638 reactions. Task: Predict the reaction yield, written as a fraction of the theoretical maximum amount of product (1.0 means a 100% yield; for example, 0.34 means a 34% yield). (1) The reactants are C[O:2][C:3](=[O:11])[C:4]1[CH:9]=[CH:8][C:7]([NH2:10])=[CH:6][N:5]=1.[F:12][C:13]1[CH:32]=[CH:31][C:16]([O:17][C:18]2[C:19]([C:28](O)=[O:29])=[N:20][C:21]3[C:26]([N:27]=2)=[CH:25][CH:24]=[CH:23][CH:22]=3)=[C:15]([O:33][CH3:34])[CH:14]=1.CN1CCOCC1.CN(C(ON1N=NC2C=CC=NC1=2)=[N+](C)C)C.F[P-](F)(F)(F)(F)F.[OH-].[Na+]. The catalyst is CN(C=O)C.CO. The product is [F:12][C:13]1[CH:32]=[CH:31][C:16]([O:17][C:18]2[C:19]([C:28]([NH:10][C:7]3[CH:8]=[CH:9][C:4]([C:3]([OH:2])=[O:11])=[N:5][CH:6]=3)=[O:29])=[N:20][C:21]3[C:26]([N:27]=2)=[CH:25][CH:24]=[CH:23][CH:22]=3)=[C:15]([O:33][CH3:34])[CH:14]=1. The yield is 0.230. (2) The reactants are [CH2:1]([N:8]1[C:13](=[O:14])[C:12]2[C:15]([CH3:18])=[N:16][S:17][C:11]=2[N:10]=[C:9]1[CH:19](Br)[CH:20]([CH3:22])[CH3:21])[C:2]1[CH:7]=[CH:6][CH:5]=[CH:4][CH:3]=1.[N-:24]=[N+:25]=[N-:26].[Na+].[Br-]. The catalyst is CN(C=O)C. The product is [N:24]([CH:19]([C:9]1[N:8]([CH2:1][C:2]2[CH:7]=[CH:6][CH:5]=[CH:4][CH:3]=2)[C:13](=[O:14])[C:12]2[C:15]([CH3:18])=[N:16][S:17][C:11]=2[N:10]=1)[CH:20]([CH3:22])[CH3:21])=[N+:25]=[N-:26]. The yield is 0.940. (3) The reactants are CCCC[N+](CCCC)(CCCC)CCCC.[F-].[CH3:19][O:20][C:21]([C:23]1[CH2:24][N:25]([C:43]([O:45][C:46]([CH3:49])([CH3:48])[CH3:47])=[O:44])[CH2:26][CH2:27][C:28]=1[C:29]1[CH:34]=[CH:33][C:32]([O:35][Si](C(C)(C)C)(C)C)=[CH:31][CH:30]=1)=[O:22].C(Cl)Cl. The catalyst is C1COCC1. The product is [CH3:19][O:20][C:21]([C:23]1[CH2:24][N:25]([C:43]([O:45][C:46]([CH3:49])([CH3:48])[CH3:47])=[O:44])[CH2:26][CH2:27][C:28]=1[C:29]1[CH:34]=[CH:33][C:32]([OH:35])=[CH:31][CH:30]=1)=[O:22]. The yield is 1.00. (4) The reactants are FC(F)(F)C(O)=O.[C:8]1([C:14]2[CH:19]=[C:18]([CH:20]3[CH2:25][CH2:24][NH:23][CH2:22][CH2:21]3)[CH:17]=[CH:16][C:15]=2[NH:26][C:27]([C:29]2[NH:30][CH:31]=[C:32]([C:34]#[N:35])[N:33]=2)=[O:28])[CH2:13][CH2:12][CH2:11][CH2:10][CH:9]=1.CCN(CC)CC.[CH3:43][C:44]1([CH3:51])[O:49][CH2:48][C:47](=O)[CH2:46][O:45]1.[BH-](OC(C)=O)(OC(C)=O)OC(C)=O.[Na+]. The catalyst is C(Cl)Cl.O. The product is [C:8]1([C:14]2[CH:19]=[C:18]([CH:20]3[CH2:21][CH2:22][N:23]([CH:47]4[CH2:48][O:49][C:44]([CH3:51])([CH3:43])[O:45][CH2:46]4)[CH2:24][CH2:25]3)[CH:17]=[CH:16][C:15]=2[NH:26][C:27]([C:29]2[NH:30][CH:31]=[C:32]([C:34]#[N:35])[N:33]=2)=[O:28])[CH2:13][CH2:12][CH2:11][CH2:10][CH:9]=1. The yield is 0.280. (5) The yield is 0.790. The product is [Br:27][C:24]1[CH:25]=[CH:26][C:21]([NH:20][C:19]2[C:5]([CH2:3][OH:2])=[CH:6][C:7]3[N:11]([CH2:12][CH2:13][S:14]([CH3:17])(=[O:16])=[O:15])[CH:10]=[N:9][C:8]=3[C:18]=2[F:29])=[C:22]([Cl:28])[CH:23]=1. The reactants are C[O:2][C:3]([C:5]1[C:19]([NH:20][C:21]2[CH:26]=[CH:25][C:24]([Br:27])=[CH:23][C:22]=2[Cl:28])=[C:18]([F:29])[C:8]2[N:9]=[CH:10][N:11]([CH2:12][CH2:13][S:14]([CH3:17])(=[O:16])=[O:15])[C:7]=2[CH:6]=1)=O.[BH4-].[Na+]. The catalyst is CCO.C1COCC1.